Dataset: Forward reaction prediction with 1.9M reactions from USPTO patents (1976-2016). Task: Predict the product of the given reaction. Given the reactants [CH3:1][N:2]1[C@@H:11]2[CH2:12][C:13]3[CH:18]=[CH:17][C:16]([OH:19])=[C:15]([OH:20])[C:14]=3[C:9]3[C:10]2=[C:5]([CH:6]=[CH:7][CH:8]=3)[CH2:4][CH2:3]1.Cl.Cl.NC(CC1C=CC=CC=1)C, predict the reaction product. The product is: [CH3:1][N:2]1[C@@H:11]2[CH2:12][C:13]3[CH:18]=[CH:17][C:16]([OH:19])=[C:15]([OH:20])[C:14]=3[C:9]3[C:10]2=[C:5]([CH:6]=[CH:7][CH:8]=3)[CH2:4][CH2:3]1.